From a dataset of Catalyst prediction with 721,799 reactions and 888 catalyst types from USPTO. Predict which catalyst facilitates the given reaction. (1) Reactant: [C:1]1(=O)[CH2:4][CH2:3][CH2:2]1.[CH2:6]([O:8][C:9]([CH:11]=P(C1C=CC=CC=1)(C1C=CC=CC=1)C1C=CC=CC=1)=[O:10])[CH3:7]. Product: [C:1]1(=[CH:11][C:9]([O:8][CH2:6][CH3:7])=[O:10])[CH2:4][CH2:3][CH2:2]1. The catalyst class is: 605. (2) Reactant: [N:1]1[CH:6]=[CH:5][CH:4]=[CH:3][C:2]=1[CH3:7].C([Li])CCC.CCCCCC.[CH3:19][C:20](=[C:22]1[C:30]2[C:25](=[CH:26][CH:27]=[CH:28][CH:29]=2)[CH:24]=[CH:23]1)[CH3:21].Cl. Product: [CH:22]1([C:20]([CH3:21])([CH3:19])[CH2:7][C:2]2[CH:3]=[CH:4][CH:5]=[CH:6][N:1]=2)[C:30]2[C:25](=[CH:26][CH:27]=[CH:28][CH:29]=2)[CH:24]=[CH:23]1. The catalyst class is: 7. (3) Reactant: [C:1]([SiH2:5][O:6][C:7]([CH3:32])([CH3:31])[C:8]1[CH:13]=[CH:12][C:11]([C:14]2[CH:19]=[C:18]([O:20][CH3:21])[CH:17]=[CH:16][C:15]=2[F:22])=[C:10]([C:23]([OH:30])([CH2:27][CH:28]=C)[CH2:24][CH:25]=C)[CH:9]=1)([CH3:4])([CH3:3])[CH3:2]. Product: [C:1]([SiH2:5][O:6][C:7]([CH3:31])([CH3:32])[C:8]1[CH:13]=[CH:12][C:11]([C:14]2[CH:19]=[C:18]([O:20][CH3:21])[CH:17]=[CH:16][C:15]=2[F:22])=[C:10]([C:23]2([OH:30])[CH2:24][CH:25]=[CH:28][CH2:27]2)[CH:9]=1)([CH3:2])([CH3:3])[CH3:4]. The catalyst class is: 2. (4) Reactant: [C:1]([C:4]1[CH:9]=[CH:8][C:7]([C:10]2[N:14]([CH3:15])[C:13]([C:16]#[N:17])=[CH:12][CH:11]=2)=[CH:6][CH:5]=1)(=[O:3])[CH3:2].[BH4-].[Na+]. Product: [OH:3][CH:1]([C:4]1[CH:5]=[CH:6][C:7]([C:10]2[N:14]([CH3:15])[C:13]([C:16]#[N:17])=[CH:12][CH:11]=2)=[CH:8][CH:9]=1)[CH3:2]. The catalyst class is: 5. (5) Reactant: [CH2:1]([C:3]1([CH:13]=[N:14][S:15]([C:17]([CH3:20])([CH3:19])[CH3:18])=[O:16])[CH2:12][CH2:11][C:6]2([O:10][CH2:9][CH2:8][O:7]2)[CH2:5][CH2:4]1)[CH3:2].[CH2:21](C1(C#N)CCC2(OCCO2)CC1)[CH3:22].C1(CC2(C=NS(C(C)(C)C)=O)CCC3(OCCO3)CC2)CC1.C([Mg]Br)=C.S([O-])([O-])(=O)=O.[Na+].[Na+]. Product: [CH2:1]([C:3]1([CH:13]([NH:14][S:15]([C:17]([CH3:19])([CH3:18])[CH3:20])=[O:16])[CH:21]=[CH2:22])[CH2:4][CH2:5][C:6]2([O:7][CH2:8][CH2:9][O:10]2)[CH2:11][CH2:12]1)[CH3:2]. The catalyst class is: 7. (6) Reactant: [Cl:1][C:2]1[CH:3]=[C:4]([CH:18]=[CH:19][C:20]=1[Cl:21])[O:5][CH:6]([C:12](=[O:17])[C:13]([F:16])([F:15])[F:14])[C:7]([O:9][CH2:10][CH3:11])=[O:8].[NH:22]1[CH:26]=[CH:25][C:24]([C:27](=[NH:29])[NH2:28])=[N:23]1.C(N(CC)C(C)C)(C)C. Product: [Cl:1][C:2]1[CH:3]=[C:4]([CH:18]=[CH:19][C:20]=1[Cl:21])[O:5][CH:6]([C:12](=[O:17])[C:13]([F:15])([F:16])[F:14])[C:7]([O:9][CH2:10][CH3:11])=[O:8].[Cl:1][C:2]1[CH:3]=[C:4]([CH:18]=[CH:19][C:20]=1[Cl:21])[O:5][C:6]1[C:7](=[O:9])[NH:29][C:27]([C:24]2[CH:25]=[CH:26][NH:22][N:23]=2)=[N:28][C:12]=1[C:13]([F:14])([F:15])[F:16]. The catalyst class is: 3. (7) Reactant: C([O:8][C:9]1[CH:38]=[CH:37][C:12]([CH2:13][NH:14][C:15](=[O:36])[CH2:16][N:17]([C:28]2[CH:33]=[CH:32][CH:31]=[C:30]([Cl:34])[C:29]=2[CH3:35])[S:18]([C:21]2[CH:26]=[CH:25][C:24]([CH3:27])=[CH:23][CH:22]=2)(=[O:20])=[O:19])=[CH:11][CH:10]=1)C1C=CC=CC=1. Product: [Cl:34][C:30]1[C:29]([CH3:35])=[C:28]([N:17]([S:18]([C:21]2[CH:22]=[CH:23][C:24]([CH3:27])=[CH:25][CH:26]=2)(=[O:19])=[O:20])[CH2:16][C:15]([NH:14][CH2:13][C:12]2[CH:37]=[CH:38][C:9]([OH:8])=[CH:10][CH:11]=2)=[O:36])[CH:33]=[CH:32][CH:31]=1. The catalyst class is: 403.